This data is from Catalyst prediction with 721,799 reactions and 888 catalyst types from USPTO. The task is: Predict which catalyst facilitates the given reaction. (1) Product: [CH2:1]([NH:8][C:9]1[C:10]2[CH:18]=[C:17]([C:19]([OH:21])=[O:20])[C:16](=[O:24])[N:15]([O:25][CH2:26][C:27]3[CH:28]=[CH:29][CH:30]=[CH:31][CH:32]=3)[C:11]=2[N:12]=[CH:13][N:14]=1)[C:2]1[CH:3]=[CH:4][CH:5]=[CH:6][CH:7]=1. The catalyst class is: 12. Reactant: [CH2:1]([NH:8][C:9]1[C:10]2[CH:18]=[C:17]([C:19]([O:21]CC)=[O:20])[C:16](=[O:24])[N:15]([O:25][CH2:26][C:27]3[CH:32]=[CH:31][CH:30]=[CH:29][CH:28]=3)[C:11]=2[N:12]=[CH:13][N:14]=1)[C:2]1[CH:7]=[CH:6][CH:5]=[CH:4][CH:3]=1.Cl. (2) Reactant: [C:1]1([CH:7]([CH3:9])[CH3:8])[CH:6]=[CH:5][CH:4]=[CH:3][CH:2]=1.[Cl-].[Al+3].[Cl-].[Cl-].[Br:14][CH2:15][C:16](Br)=[O:17]. Product: [Br:14][CH2:15][C:16]([C:4]1[CH:5]=[CH:6][C:1]([CH:7]([CH3:9])[CH3:8])=[CH:2][CH:3]=1)=[O:17]. The catalyst class is: 4. (3) Reactant: C(N(CC)CC)C.[I:8][C:9]1[C:17]2[C:12](=[CH:13][CH:14]=[C:15]([NH:18][S:19]([C:22]3[CH:27]=[CH:26][CH:25]=[CH:24][C:23]=3[S:28]([CH3:31])(=[O:30])=[O:29])(=[O:21])=[O:20])[CH:16]=2)[NH:11][N:10]=1.[C:32](O[C:32]([O:34][C:35]([CH3:38])([CH3:37])[CH3:36])=[O:33])([O:34][C:35]([CH3:38])([CH3:37])[CH3:36])=[O:33].O. Product: [I:8][C:9]1[C:17]2[C:12](=[CH:13][CH:14]=[C:15]([NH:18][S:19]([C:22]3[CH:27]=[CH:26][CH:25]=[CH:24][C:23]=3[S:28]([CH3:31])(=[O:30])=[O:29])(=[O:20])=[O:21])[CH:16]=2)[N:11]([C:32]([O:34][C:35]([CH3:38])([CH3:37])[CH3:36])=[O:33])[N:10]=1. The catalyst class is: 119. (4) Reactant: [Cl:1][C:2]1[C:11]2[C:6](=[CH:7][CH:8]=[C:9](I)[CH:10]=2)[N:5]=[C:4]([O:13][CH3:14])[C:3]=1[CH2:15][CH2:16][C:17]([F:20])([F:19])[F:18].[Li]CCCC.[CH3:26][N:27]1[C:31]([C:32]([C:34]2[CH:39]=[CH:38][N:37]=[C:36]([C:40]([F:43])([F:42])[F:41])[CH:35]=2)=[O:33])=[CH:30][N:29]=[CH:28]1. Product: [Cl:1][C:2]1[C:11]2[C:6](=[CH:7][CH:8]=[C:9]([C:32]([C:31]3[N:27]([CH3:26])[CH:28]=[N:29][CH:30]=3)([C:34]3[CH:39]=[CH:38][N:37]=[C:36]([C:40]([F:41])([F:42])[F:43])[CH:35]=3)[OH:33])[CH:10]=2)[N:5]=[C:4]([O:13][CH3:14])[C:3]=1[CH2:15][CH2:16][C:17]([F:20])([F:19])[F:18]. The catalyst class is: 1.